Dataset: Peptide-MHC class I binding affinity with 185,985 pairs from IEDB/IMGT. Task: Regression. Given a peptide amino acid sequence and an MHC pseudo amino acid sequence, predict their binding affinity value. This is MHC class I binding data. (1) The peptide sequence is LLAMTFWPA. The MHC is HLA-A29:02 with pseudo-sequence HLA-A29:02. The binding affinity (normalized) is 0.0847. (2) The peptide sequence is YYADSVKGR. The MHC is HLA-B27:05 with pseudo-sequence HLA-B27:05. The binding affinity (normalized) is 0. (3) The peptide sequence is ALFCGCGHEAL. The MHC is HLA-A02:01 with pseudo-sequence HLA-A02:01. The binding affinity (normalized) is 0.281. (4) The peptide sequence is TTIGTIAGGV. The MHC is HLA-A68:02 with pseudo-sequence HLA-A68:02. The binding affinity (normalized) is 1.00. (5) The peptide sequence is FLADYRGKT. The MHC is HLA-A69:01 with pseudo-sequence HLA-A69:01. The binding affinity (normalized) is 0.0847.